Dataset: Full USPTO retrosynthesis dataset with 1.9M reactions from patents (1976-2016). Task: Predict the reactants needed to synthesize the given product. Given the product [CH3:40][N:39]([CH2:38][C:37]1[N:6]=[C:7]([C:8]2[CH:9]=[C:10]3[C:14](=[CH:15][CH:16]=2)[NH:13][N:12]=[C:11]3[C:17]2[CH:18]=[C:19]([C:23]([NH:25][CH:26]3[CH2:27][C:28]4[C:33](=[CH:32][CH:31]=[CH:30][CH:29]=4)[CH2:34]3)=[O:24])[CH:20]=[CH:21][CH:22]=2)[NH:35][N:36]=1)[CH3:41], predict the reactants needed to synthesize it. The reactants are: Cl.Cl.C(O[N:6]=[CH:7][C:8]1[CH:9]=[C:10]2[C:14](=[CH:15][CH:16]=1)[NH:13][N:12]=[C:11]2[C:17]1[CH:18]=[C:19]([C:23]([NH:25][CH:26]2[CH2:34][C:33]3[C:28](=[CH:29][CH:30]=[CH:31][CH:32]=3)[CH2:27]2)=[O:24])[CH:20]=[CH:21][CH:22]=1)C.[NH2:35][NH:36][C:37](=O)[CH2:38][N:39]([CH3:41])[CH3:40].C[O-].[Na+].